From a dataset of Peptide-MHC class I binding affinity with 185,985 pairs from IEDB/IMGT. Regression. Given a peptide amino acid sequence and an MHC pseudo amino acid sequence, predict their binding affinity value. This is MHC class I binding data. The peptide sequence is EMIWDPNGW. The MHC is HLA-B08:01 with pseudo-sequence HLA-B08:01. The binding affinity (normalized) is 0.0847.